This data is from Catalyst prediction with 721,799 reactions and 888 catalyst types from USPTO. The task is: Predict which catalyst facilitates the given reaction. (1) Reactant: [Cl:1][C:2]1[CH:31]=[CH:30][C:5]([O:6][CH:7]2[CH2:12][CH2:11][N:10]([C:13]([C:15]3[CH:20]=[C:19]([CH2:21][NH:22][C:23](=O)[O:24]C(C)(C)C)[CH:18]=[CH:17][N:16]=3)=[O:14])[CH2:9][CH2:8]2)=[CH:4][CH:3]=1.C(N(CC)C(C)C)(C)C.[C:41](Cl)(=O)[C:42](C)([CH3:44])[CH3:43].O. Product: [Cl:1][C:2]1[CH:3]=[CH:4][C:5]([O:6][CH:7]2[CH2:12][CH2:11][N:10]([C:13]([C:15]3[CH:20]=[C:19]([CH2:21][NH:22][C:23](=[O:24])[C:42]([CH3:44])([CH3:43])[CH3:41])[CH:18]=[CH:17][N:16]=3)=[O:14])[CH2:9][CH2:8]2)=[CH:30][CH:31]=1. The catalyst class is: 4. (2) Reactant: [CH3:1][O:2][C:3]1[CH:4]=[C:5]2[C:10](=[CH:11][CH:12]=1)[N:9]=[CH:8][N:7]([C:13]1[CH:14]=[C:15]([CH:20]=[CH:21][C:22]=1[CH3:23])[C:16]([O:18]C)=[O:17])[C:6]2=[O:24].[OH-].[Na+].Cl. The catalyst class is: 24. Product: [CH3:1][O:2][C:3]1[CH:4]=[C:5]2[C:10](=[CH:11][CH:12]=1)[N:9]=[CH:8][N:7]([C:13]1[CH:14]=[C:15]([CH:20]=[CH:21][C:22]=1[CH3:23])[C:16]([OH:18])=[O:17])[C:6]2=[O:24]. (3) Reactant: Br[C:2]1[N:10]=[CH:9][N:8]=[C:7]2[C:3]=1[N:4]=[CH:5][NH:6]2.[NH2:11][CH:12]([C:14]1[C:15]([O:31][CH3:32])=[C:16]([C:22]2[CH:23]=[N:24][C:25]([N:28]([CH3:30])[CH3:29])=[N:26][CH:27]=2)[C:17]([CH3:21])=[C:18]([Cl:20])[CH:19]=1)[CH3:13].C(N(CC)C(C)C)(C)C. Product: [Cl:20][C:18]1[C:17]([CH3:21])=[C:16]([C:22]2[CH:27]=[N:26][C:25]([N:28]([CH3:30])[CH3:29])=[N:24][CH:23]=2)[C:15]([O:31][CH3:32])=[C:14]([CH:12]([NH:11][C:2]2[N:10]=[CH:9][N:8]=[C:7]3[C:3]=2[N:4]=[CH:5][NH:6]3)[CH3:13])[CH:19]=1. The catalyst class is: 32. (4) Reactant: [C:1]([C:5]1[CH:9]=[C:8]([NH:10][C:11]([NH:13][C:14]2[CH:19]=[CH:18][C:17]([O:20][C:21]3[CH:26]=[CH:25][N:24]=[C:23](Cl)[N:22]=3)=[C:16]([Cl:28])[C:15]=2[Cl:29])=[O:12])[N:7]([C:30]2[CH:35]=[CH:34][C:33]([CH3:36])=[CH:32][CH:31]=2)[N:6]=1)([CH3:4])([CH3:3])[CH3:2].[CH3:37][O:38][C:39]1[CH:40]=[C:41]([CH:43]=[C:44]([O:46][CH2:47][CH2:48][O:49][CH2:50][CH2:51][O:52][CH2:53][CH2:54][O:55][CH3:56])[CH:45]=1)[NH2:42]. Product: [C:1]([C:5]1[CH:9]=[C:8]([NH:10][C:11]([NH:13][C:14]2[CH:19]=[CH:18][C:17]([O:20][C:21]3[CH:26]=[CH:25][N:24]=[C:23]([NH:42][C:41]4[CH:43]=[C:44]([O:46][CH2:47][CH2:48][O:49][CH2:50][CH2:51][O:52][CH2:53][CH2:54][O:55][CH3:56])[CH:45]=[C:39]([O:38][CH3:37])[CH:40]=4)[N:22]=3)=[C:16]([Cl:28])[C:15]=2[Cl:29])=[O:12])[N:7]([C:30]2[CH:35]=[CH:34][C:33]([CH3:36])=[CH:32][CH:31]=2)[N:6]=1)([CH3:2])([CH3:4])[CH3:3]. The catalyst class is: 1. (5) The catalyst class is: 1. Reactant: [Cl:1][C:2]1[CH:7]=[CH:6][CH:5]=[CH:4][C:3]=1[C:8]1[O:9][C:10]([CH2:13]O)=[CH:11][N:12]=1.C1(P(C2C=CC=CC=2)C2C=CC=CC=2)C=CC=CC=1.C(Br)(Br)(Br)[Br:35]. Product: [Br:35][CH2:13][C:10]1[O:9][C:8]([C:3]2[CH:4]=[CH:5][CH:6]=[CH:7][C:2]=2[Cl:1])=[N:12][CH:11]=1. (6) Reactant: [C:1]1([CH2:7][CH2:8][Mg]Cl)[CH:6]=[CH:5][CH:4]=[CH:3][CH:2]=1.[Br:11][C:12]1[CH:13]=[C:14]([CH:21]=[CH:22][N:23]=1)[C:15](N(OC)C)=[O:16].C1([Mg]Cl)C=CC=CC=1.Cl.[OH-].[Na+]. Product: [Br:11][C:12]1[CH:13]=[C:14]([C:15](=[O:16])[CH2:8][CH2:7][C:1]2[CH:6]=[CH:5][CH:4]=[CH:3][CH:2]=2)[CH:21]=[CH:22][N:23]=1. The catalyst class is: 1. (7) Reactant: [C:1](Cl)(=[O:3])[CH3:2].C(N(CC)CC)C.[Cl:12][C:13]1[CH:44]=[C:43]([Cl:45])[CH:42]=[CH:41][C:14]=1[CH2:15][NH:16][C:17]1[C:26]2[C:21](=[CH:22][CH:23]=[C:24]([NH2:27])[CH:25]=2)[N:20]=[C:19]([N:28]2[CH2:33][CH2:32][CH:31]([CH2:34][CH2:35][N:36]3[CH2:40][CH2:39][CH2:38][CH2:37]3)[CH2:30][CH2:29]2)[N:18]=1.C(=O)(O)[O-].[Na+]. Product: [Cl:12][C:13]1[CH:44]=[C:43]([Cl:45])[CH:42]=[CH:41][C:14]=1[CH2:15][NH:16][C:17]1[C:26]2[C:21](=[CH:22][CH:23]=[C:24]([NH:27][C:1](=[O:3])[CH3:2])[CH:25]=2)[N:20]=[C:19]([N:28]2[CH2:29][CH2:30][CH:31]([CH2:34][CH2:35][N:36]3[CH2:37][CH2:38][CH2:39][CH2:40]3)[CH2:32][CH2:33]2)[N:18]=1. The catalyst class is: 366.